Dataset: Forward reaction prediction with 1.9M reactions from USPTO patents (1976-2016). Task: Predict the product of the given reaction. Given the reactants [CH:1]1([C:4]2[NH:8][N:7]=[C:6]([NH:9][C:10]3[C:17]([N+:18]([O-])=O)=[CH:16][C:13]([C:14]#[N:15])=[C:12]([NH:21][C@H:22]([C:24]4[CH:29]=[CH:28][C:27]([F:30])=[CH:26][CH:25]=4)[CH3:23])[CH:11]=3)[CH:5]=2)[CH2:3][CH2:2]1.[Cl-].[NH4+].C([O-])(=O)C.[NH4+], predict the reaction product. The product is: [NH2:18][C:17]1[C:10]([NH:9][C:6]2[CH:5]=[C:4]([CH:1]3[CH2:3][CH2:2]3)[NH:8][N:7]=2)=[CH:11][C:12]([NH:21][C@H:22]([C:24]2[CH:25]=[CH:26][C:27]([F:30])=[CH:28][CH:29]=2)[CH3:23])=[C:13]([CH:16]=1)[C:14]#[N:15].